This data is from Forward reaction prediction with 1.9M reactions from USPTO patents (1976-2016). The task is: Predict the product of the given reaction. (1) Given the reactants [Si]([O:8][C@@H:9]([CH3:36])[C@@H:10]([NH:24][C:25]1[C:33]2[CH:32]=[CH:31][S:30][C:29]=2[C:28]([C:34]#[N:35])=[CH:27][CH:26]=1)[C:11]1[O:12][C:13]([C:16]2[CH:21]=[CH:20][C:19]([C:22]#[N:23])=[CH:18][CH:17]=2)=[N:14][N:15]=1)(C(C)(C)C)(C)C.CCCC[N+](CCCC)(CCCC)CCCC.[F-], predict the reaction product. The product is: [C:22]([C:19]1[CH:20]=[CH:21][C:16]([C:13]2[O:12][C:11]([C@H:10]([NH:24][C:25]3[C:33]4[CH:32]=[CH:31][S:30][C:29]=4[C:28]([C:34]#[N:35])=[CH:27][CH:26]=3)[C@@H:9]([OH:8])[CH3:36])=[N:15][N:14]=2)=[CH:17][CH:18]=1)#[N:23]. (2) Given the reactants C[O:2][C:3](=[O:23])[C:4]1[CH:9]=[CH:8][CH:7]=[C:6]([CH2:10][N:11]2[C:16](=[O:17])[CH:15]=[CH:14][C:13]([C:18]3[CH:19]=[N:20][NH:21][CH:22]=3)=[N:12]2)[CH:5]=1.[H-].[Na+].[C:26]([NH:33][CH2:34][CH2:35]Br)([O:28][C:29]([CH3:32])([CH3:31])[CH3:30])=[O:27].C(O)(=O)CC(CC(O)=O)(C(O)=O)O.O.[OH-].[Li+], predict the reaction product. The product is: [C:29]([O:28][C:26]([NH:33][CH2:34][CH2:35][N:20]1[CH:19]=[C:18]([C:13]2[CH:14]=[CH:15][C:16](=[O:17])[N:11]([CH2:10][C:6]3[CH:5]=[C:4]([CH:9]=[CH:8][CH:7]=3)[C:3]([OH:2])=[O:23])[N:12]=2)[CH:22]=[N:21]1)=[O:27])([CH3:32])([CH3:31])[CH3:30]. (3) The product is: [Cl:15][C:16]1[CH:17]=[CH:18][C:19]([C:22]2[CH:23]=[CH:24][C:25]([C:28]#[C:29][C:2]3[CH:11]=[CH:10][C:5]([O:6][CH2:7][CH2:8][OH:9])=[C:4]([C:12]([CH3:14])=[CH2:13])[CH:3]=3)=[N:26][CH:27]=2)=[CH:20][CH:21]=1. Given the reactants I[C:2]1[CH:11]=[CH:10][C:5]([O:6][CH2:7][CH2:8][OH:9])=[C:4]([C:12]([CH3:14])=[CH2:13])[CH:3]=1.[Cl:15][C:16]1[CH:21]=[CH:20][C:19]([C:22]2[CH:23]=[CH:24][C:25]([C:28]#[CH:29])=[N:26][CH:27]=2)=[CH:18][CH:17]=1, predict the reaction product. (4) Given the reactants [CH2:1]1[CH2:12][CH2:11][CH2:10][CH2:9][CH2:8][CH2:7][CH2:6][CH2:5][CH2:4][CH2:3][CH2:2]1.C([O:17]N=O)(C)(C)C.ON1C(=O)C2=CC=CC=C2C1=O.C1(=NO)CCCCCCCCCCC1.[N+](C1CCCCCCCCCCC1)([O-])=O, predict the reaction product. The product is: [C:1]1(=[O:17])[CH2:12][CH2:11][CH2:10][CH2:9][CH2:8][CH2:7][CH2:6][CH2:5][CH2:4][CH2:3][CH2:2]1.